Dataset: NCI-60 drug combinations with 297,098 pairs across 59 cell lines. Task: Regression. Given two drug SMILES strings and cell line genomic features, predict the synergy score measuring deviation from expected non-interaction effect. (1) Drug 1: CC1OCC2C(O1)C(C(C(O2)OC3C4COC(=O)C4C(C5=CC6=C(C=C35)OCO6)C7=CC(=C(C(=C7)OC)O)OC)O)O. Drug 2: CC1CCC2CC(C(=CC=CC=CC(CC(C(=O)C(C(C(=CC(C(=O)CC(OC(=O)C3CCCCN3C(=O)C(=O)C1(O2)O)C(C)CC4CCC(C(C4)OC)OCCO)C)C)O)OC)C)C)C)OC. Cell line: SF-268. Synergy scores: CSS=16.9, Synergy_ZIP=-11.1, Synergy_Bliss=-7.05, Synergy_Loewe=-4.79, Synergy_HSA=-3.08. (2) Drug 1: C1=CC=C(C(=C1)C(C2=CC=C(C=C2)Cl)C(Cl)Cl)Cl. Drug 2: CC(C)CN1C=NC2=C1C3=CC=CC=C3N=C2N. Cell line: NCI/ADR-RES. Synergy scores: CSS=1.78, Synergy_ZIP=1.90, Synergy_Bliss=2.56, Synergy_Loewe=2.06, Synergy_HSA=0.128. (3) Drug 1: C1=CC(=CC=C1CC(C(=O)O)N)N(CCCl)CCCl.Cl. Drug 2: C1CCC(C(C1)N)N.C(=O)(C(=O)[O-])[O-].[Pt+4]. Cell line: OVCAR-5. Synergy scores: CSS=13.2, Synergy_ZIP=-6.05, Synergy_Bliss=-4.57, Synergy_Loewe=-14.7, Synergy_HSA=-7.20. (4) Drug 1: C1C(C(OC1N2C=C(C(=O)NC2=O)F)CO)O. Drug 2: CC=C1C(=O)NC(C(=O)OC2CC(=O)NC(C(=O)NC(CSSCCC=C2)C(=O)N1)C(C)C)C(C)C. Cell line: OVCAR3. Synergy scores: CSS=43.7, Synergy_ZIP=3.10, Synergy_Bliss=6.43, Synergy_Loewe=-8.25, Synergy_HSA=0.0187. (5) Drug 1: CC1OCC2C(O1)C(C(C(O2)OC3C4COC(=O)C4C(C5=CC6=C(C=C35)OCO6)C7=CC(=C(C(=C7)OC)O)OC)O)O. Drug 2: CN(C)C1=NC(=NC(=N1)N(C)C)N(C)C. Cell line: SF-268. Synergy scores: CSS=28.2, Synergy_ZIP=7.61, Synergy_Bliss=11.9, Synergy_Loewe=-19.9, Synergy_HSA=7.17. (6) Drug 1: CC1C(C(CC(O1)OC2CC(CC3=C2C(=C4C(=C3O)C(=O)C5=C(C4=O)C(=CC=C5)OC)O)(C(=O)C)O)N)O.Cl. Cell line: SNB-19. Drug 2: C1=CC(=CC=C1CC(C(=O)O)N)N(CCCl)CCCl.Cl. Synergy scores: CSS=46.9, Synergy_ZIP=7.11, Synergy_Bliss=12.6, Synergy_Loewe=-3.56, Synergy_HSA=10.9.